Dataset: Reaction yield outcomes from USPTO patents with 853,638 reactions. Task: Predict the reaction yield, written as a fraction of the theoretical maximum amount of product (1.0 means a 100% yield; for example, 0.34 means a 34% yield). (1) The reactants are [CH:1]1([C:4]([N:6]2[CH2:11][CH2:10][N:9]([C:12]([C@H:14]3[CH2:19][CH2:18][C@H:17]([CH2:20][NH:21][CH2:22][C:23]4[CH:28]=[CH:27][CH:26]=[CH:25][C:24]=4[N+:29]([O-])=O)[CH2:16][CH2:15]3)=[O:13])[CH2:8][CH2:7]2)=[O:5])[CH2:3][CH2:2]1.[F-].[K+].C([SiH](CC)CC)C. The catalyst is CC([O-])=O.CC([O-])=O.[Pd+2]. The product is [NH2:29][C:24]1[CH:25]=[CH:26][CH:27]=[CH:28][C:23]=1[CH2:22][NH:21][CH2:20][C@H:17]1[CH2:16][CH2:15][C@H:14]([C:12]([N:9]2[CH2:10][CH2:11][N:6]([C:4]([CH:1]3[CH2:3][CH2:2]3)=[O:5])[CH2:7][CH2:8]2)=[O:13])[CH2:19][CH2:18]1. The yield is 0.570. (2) The reactants are [C:1](Cl)(=[O:7])[CH2:2]CCCC.[C:9]1([C:15]#[C:16][C:17]2[CH:35]=[CH:34][C:20]([C:21]([NH:23][C:24]3[CH:29]=[CH:28][CH:27]=[CH:26][C:25]=3[S:30](=[O:33])(=[O:32])[NH2:31])=[O:22])=[CH:19][CH:18]=2)[CH:14]=[CH:13][CH:12]=[CH:11][CH:10]=1. The catalyst is CN(C)C1C=CN=CC=1.O1CCCC1. The product is [C:9]1([C:15]#[C:16][C:17]2[CH:35]=[CH:34][C:20]([C:21]([NH:23][C:24]3[CH:29]=[CH:28][CH:27]=[CH:26][C:25]=3[S:30]([NH:31][C:1](=[O:7])[CH3:2])(=[O:33])=[O:32])=[O:22])=[CH:19][CH:18]=2)[CH:10]=[CH:11][CH:12]=[CH:13][CH:14]=1. The yield is 0.746. (3) The reactants are Cl[C:2]1[N:7]=[C:6]([Cl:8])[N:5]=[C:4]([N:9]2[CH2:14][CH2:13][O:12][CH2:11][CH2:10]2)[N:3]=1.Cl.[CH:16]12[NH:23][CH:20]([CH2:21][CH2:22]1)[CH2:19][O:18][CH2:17]2.CCN(CC)CC. The catalyst is C(Cl)Cl. The product is [Cl:8][C:6]1[N:5]=[C:4]([N:9]2[CH2:14][CH2:13][O:12][CH2:11][CH2:10]2)[N:3]=[C:2]([N:23]2[CH:16]3[CH2:22][CH2:21][CH:20]2[CH2:19][O:18][CH2:17]3)[N:7]=1. The yield is 0.960. (4) The reactants are CS(O[CH:6]1[CH2:11][CH2:10][O:9][CH:8]([C:12]2[N:16]([CH3:17])[N:15]=[C:14]([C:18]([F:21])([F:20])[F:19])[CH:13]=2)[CH2:7]1)(=O)=O.C([O-])([O-])=O.[Cs+].[Cs+].[F:28][C:29]([F:38])([F:37])[C:30]1[CH:31]=[C:32]([SH:36])[CH:33]=[CH:34][CH:35]=1. The catalyst is CN(C=O)C.C([O-])(O)=O.[Na+]. The product is [CH3:17][N:16]1[C:12]([CH:8]2[CH2:7][CH:6]([S:36][C:32]3[CH:33]=[CH:34][CH:35]=[C:30]([C:29]([F:28])([F:37])[F:38])[CH:31]=3)[CH2:11][CH2:10][O:9]2)=[CH:13][C:14]([C:18]([F:19])([F:20])[F:21])=[N:15]1. The yield is 0.850. (5) The reactants are [C:1]([O:5][C:6]([N:8]1[C:16]2[C:11](=[CH:12][C:13]([C:17](O)=[O:18])=[CH:14][CH:15]=2)[CH:10]=[C:9]1[C:20]1[CH:21]=[CH:22][C:23]([Cl:30])=[C:24]2[C:28]=1[C:27](=[O:29])[NH:26][CH2:25]2)=[O:7])([CH3:4])([CH3:3])[CH3:2].CCN=C=NCCCN(C)C.C1C=C2N=NN(O)C2=CC=1.O.[C:53]([O:57][C:58]([N:60]1[CH2:65][CH2:64][NH:63][CH2:62][CH2:61]1)=[O:59])([CH3:56])([CH3:55])[CH3:54]. The catalyst is CN(C=O)C.O. The product is [Cl:30][C:23]1[CH:22]=[CH:21][C:20]([C:9]2[N:8]([C:6]([O:5][C:1]([CH3:4])([CH3:2])[CH3:3])=[O:7])[C:16]3[C:11]([CH:10]=2)=[CH:12][C:13]([C:17]([N:63]2[CH2:62][CH2:61][N:60]([C:58]([O:57][C:53]([CH3:56])([CH3:55])[CH3:54])=[O:59])[CH2:65][CH2:64]2)=[O:18])=[CH:14][CH:15]=3)=[C:28]2[C:24]=1[CH2:25][NH:26][C:27]2=[O:29]. The yield is 0.830. (6) The catalyst is C(O)(=O)C. The product is [NH:1]1[C:5]2[CH:6]=[CH:7][C:8]([C:10]([N:12]3[CH2:13][C@H:14]4[C@H:20]([CH2:19][CH2:18][N:17]([C:22](=[O:36])/[CH:23]=[CH:24]/[C:25]5[CH:30]=[CH:29][C:28]([S:31]([C:32]([F:35])([F:34])[F:33])=[O:37])=[CH:27][CH:26]=5)[CH2:16][CH2:15]4)[CH2:21]3)=[O:11])=[CH:9][C:4]=2[N:3]=[N:2]1. The reactants are [NH:1]1[C:5]2[CH:6]=[CH:7][C:8]([C:10]([N:12]3[CH2:21][C@H:20]4[C@H:14]([CH2:15][CH2:16][N:17]([C:22](=[O:36])/[CH:23]=[CH:24]/[C:25]5[CH:30]=[CH:29][C:28]([S:31][C:32]([F:35])([F:34])[F:33])=[CH:27][CH:26]=5)[CH2:18][CH2:19]4)[CH2:13]3)=[O:11])=[CH:9][C:4]=2[N:3]=[N:2]1.[OH:37]O. The yield is 0.430.